From a dataset of Reaction yield outcomes from USPTO patents with 853,638 reactions. Predict the reaction yield, written as a fraction of the theoretical maximum amount of product (1.0 means a 100% yield; for example, 0.34 means a 34% yield). (1) The reactants are CC1C=C(O[Si:9]([CH:16]([CH3:18])[CH3:17])([CH:13]([CH3:15])[CH3:14])[CH:10]([CH3:12])[CH3:11])C=C(C)C=1C(C1C=CC(F)=C(C(C)C)C=1)O.C(O)(C(F)(F)F)=O.C([SiH](CC)CC)C. The catalyst is C(Cl)Cl.CCOC(C)=O.O. The product is [CH:10]([SiH:9]([CH:16]([CH3:18])[CH3:17])[CH:13]([CH3:15])[CH3:14])([CH3:12])[CH3:11]. The yield is 0.720. (2) The reactants are C([NH:8][C:9]1[C:10]([CH3:27])=[C:11]([CH3:26])[C:12]2[O:16][CH2:15][CH:14]([C:17]3[CH:22]=[CH:21][C:20]([CH3:23])=[CH:19][N:18]=3)[C:13]=2[C:24]=1[CH3:25])C1C=CC=CC=1. The catalyst is C(OCC)(=O)C.CCCCCC. The product is [CH3:25][C:24]1[C:13]2[CH:14]([C:17]3[CH:22]=[CH:21][C:20]([CH3:23])=[CH:19][N:18]=3)[CH2:15][O:16][C:12]=2[C:11]([CH3:26])=[C:10]([CH3:27])[C:9]=1[NH2:8]. The yield is 0.850. (3) The reactants are S(OS([O-])=O)([O-])=O.[Na+].[Na+].[CH2:10]([N:12]1[C:24]2[CH:23]=[CH:22][C:21]([CH:25]=O)=[CH:20][C:19]=2[C:18]2[C:13]1=[CH:14][CH:15]=[C:16]([O:27][CH3:28])[CH:17]=2)[CH3:11].[NH2:29][C:30]1[CH:31]=[C:32]([CH:36]=[CH:37][C:38]=1[NH:39][CH2:40][CH2:41][O:42][CH3:43])[C:33]([OH:35])=[O:34].C(=O)([O-])O.[Na+]. The catalyst is C1COCC1.O. The product is [CH2:10]([N:12]1[C:24]2[CH:23]=[CH:22][C:21]([C:25]3[N:39]([CH2:40][CH2:41][O:42][CH3:43])[C:38]4[CH:37]=[CH:36][C:32]([C:33]([OH:35])=[O:34])=[CH:31][C:30]=4[N:29]=3)=[CH:20][C:19]=2[C:18]2[C:13]1=[CH:14][CH:15]=[C:16]([O:27][CH3:28])[CH:17]=2)[CH3:11]. The yield is 0.140. (4) The reactants are [CH:1]1([N:7]2[C:12](=[O:13])[CH2:11][C:10](=[O:14])[N:9]([CH2:15][CH2:16][CH:17]3[CH2:19][CH2:18]3)[C:8]2=[O:20])[CH2:6][CH2:5][CH2:4][CH2:3][CH2:2]1.C(N(C(C)C)CC)(C)C.[N:30]([CH2:33][C:34]([O:36]CC)=[O:35])=[C:31]=[O:32]. The catalyst is C(Cl)(Cl)Cl. The product is [CH:1]1([N:7]2[C:12]([OH:13])=[C:11]([C:31]([NH:30][CH2:33][C:34]([OH:36])=[O:35])=[O:32])[C:10](=[O:14])[N:9]([CH2:15][CH2:16][CH:17]3[CH2:18][CH2:19]3)[C:8]2=[O:20])[CH2:2][CH2:3][CH2:4][CH2:5][CH2:6]1. The yield is 0.630.